This data is from Forward reaction prediction with 1.9M reactions from USPTO patents (1976-2016). The task is: Predict the product of the given reaction. (1) The product is: [OH:4][CH:5]1[O:13][C@H:12]([CH2:14][OH:15])[C@@H:10]([OH:11])[C@H:8]([OH:9])[C@H:6]1[NH2:7]. Given the reactants [OH-].[Na+].Cl.[OH:4][CH:5]1[O:13][C@H:12]([CH2:14][OH:15])[C@@H:10]([OH:11])[C@H:8]([OH:9])[C@H:6]1[NH2:7], predict the reaction product. (2) Given the reactants Br[C:2]1[CH:3]=[C:4]([C:8]2[CH:13]=[CH:12][CH:11]=[C:10]([C:14]([O:16][CH2:17][CH3:18])=[O:15])[CH:9]=2)[CH:5]=[CH:6][CH:7]=1.CC([O-])=O.[K+].[B:24]1([B:24]2[O:28][C:27]([CH3:30])([CH3:29])[C:26]([CH3:32])([CH3:31])[O:25]2)[O:28][C:27]([CH3:30])([CH3:29])[C:26]([CH3:32])([CH3:31])[O:25]1, predict the reaction product. The product is: [CH3:31][C:26]1([CH3:32])[C:27]([CH3:30])([CH3:29])[O:28][B:24]([C:2]2[CH:3]=[C:4]([C:8]3[CH:13]=[CH:12][CH:11]=[C:10]([C:14]([O:16][CH2:17][CH3:18])=[O:15])[CH:9]=3)[CH:5]=[CH:6][CH:7]=2)[O:25]1. (3) Given the reactants [Cl:1][C:2]1[CH:7]=[C:6]([Cl:8])[C:5]([O:9][CH3:10])=[CH:4][C:3]=1[NH:11][C:12]1[C:17]([C:18]#[N:19])=[CH:16][N:15]=[C:14]2[CH:20]=[C:21](I)[S:22][C:13]=12.[C:24]([C:26]1[CH:27]=[N:28][CH:29]=[CH:30][CH:31]=1)#[CH:25].CO, predict the reaction product. The product is: [Cl:1][C:2]1[CH:7]=[C:6]([Cl:8])[C:5]([O:9][CH3:10])=[CH:4][C:3]=1[NH:11][C:12]1[C:17]([C:18]#[N:19])=[CH:16][N:15]=[C:14]2[CH:20]=[C:21]([C:25]#[C:24][C:26]3[CH:27]=[N:28][CH:29]=[CH:30][CH:31]=3)[S:22][C:13]=12.